The task is: Predict the product of the given reaction.. This data is from Forward reaction prediction with 1.9M reactions from USPTO patents (1976-2016). (1) The product is: [Br:13][CH2:12]/[C:7](=[C:2](\[CH3:1])/[C:3]([O:5][CH3:6])=[O:4])/[C:8]([O:10][CH3:11])=[O:9]. Given the reactants [CH3:1]/[C:2](=[C:7](\[CH3:12])/[C:8]([O:10][CH3:11])=[O:9])/[C:3]([O:5][CH3:6])=[O:4].[Br:13]N1C(=O)CCC1=O, predict the reaction product. (2) Given the reactants [CH3:1][C:2]1[C:6]([CH3:7])=[C:5]([NH:8][C:9](=[O:16])OCC(Cl)(Cl)Cl)[O:4][N:3]=1.[F:17][C:18]([F:37])([F:36])[C:19]1[CH:20]=[C:21]([C:25]2[N:26]=[C:27]([N:30]3[CH2:35][CH2:34][NH:33][CH2:32][CH2:31]3)[S:28][CH:29]=2)[CH:22]=[CH:23][CH:24]=1.C(N(C(C)C)CC)(C)C.O, predict the reaction product. The product is: [CH3:1][C:2]1[C:6]([CH3:7])=[C:5]([NH:8][C:9]([N:33]2[CH2:34][CH2:35][N:30]([C:27]3[S:28][CH:29]=[C:25]([C:21]4[CH:22]=[CH:23][CH:24]=[C:19]([C:18]([F:37])([F:17])[F:36])[CH:20]=4)[N:26]=3)[CH2:31][CH2:32]2)=[O:16])[O:4][N:3]=1. (3) Given the reactants C[O:2][C:3]([C:5]1[CH:10]=[CH:9][C:8]([C:11]2[CH:16]=[C:15]([NH:17][C:18](=[O:26])[C:19]3[CH:24]=[CH:23][N:22]=[C:21]([Cl:25])[CH:20]=3)[CH:14]=[CH:13][C:12]=2[CH3:27])=[CH:7][CH:6]=1)=[O:4].[Cl:25][C:21]1[CH:20]=[C:19]([CH:24]=[CH:23][N:22]=1)[C:18]([NH:17][C:15]1[CH:14]=[CH:13][C:12]([CH3:27])=[C:11]([C:8]2[CH:9]=[CH:10][C:5]([C:3]([OH:2])=[O:4])=[CH:6][CH:7]=2)[CH:16]=1)=[O:26].O.[OH-].[Li+].C1COCC1.Cl, predict the reaction product. The product is: [Cl:25][C:21]1[CH:20]=[C:19]([CH:24]=[CH:23][N:22]=1)[C:18]([NH:17][C:15]1[CH:14]=[CH:13][C:12]([CH3:27])=[C:11]([C:8]2[CH:7]=[CH:6][C:5]([C:3]([OH:4])=[O:2])=[CH:10][CH:9]=2)[CH:16]=1)=[O:26].